Dataset: Reaction yield outcomes from USPTO patents with 853,638 reactions. Task: Predict the reaction yield, written as a fraction of the theoretical maximum amount of product (1.0 means a 100% yield; for example, 0.34 means a 34% yield). (1) The reactants are [CH3:1][C:2]([CH3:10])([C:5](=O)[CH2:6][C:7]#[N:8])[C:3]#[N:4].Cl.[C:12]1([NH:18][NH2:19])[CH:17]=[CH:16][CH:15]=[CH:14][CH:13]=1. The catalyst is CCO. The product is [NH2:8][C:7]1[N:18]([C:12]2[CH:17]=[CH:16][CH:15]=[CH:14][CH:13]=2)[N:19]=[C:5]([C:2]([CH3:10])([CH3:1])[C:3]#[N:4])[CH:6]=1. The yield is 0.540. (2) The catalyst is C1COCC1.C(OCC)(=O)C. The product is [Cl:22][C:23]1[CH:28]=[C:27]([Cl:29])[CH:26]=[CH:25][C:24]=1[CH2:30][CH:17]1[CH2:18][CH2:19][CH2:20][N:15]([CH:9]2[CH2:10][CH2:11][CH2:12][CH2:13][CH2:14]2)[C:16]1=[O:21]. The yield is 0.810. The reactants are [Li+].CC([N-]C(C)C)C.[CH:9]1([N:15]2[CH2:20][CH2:19][CH2:18][CH2:17][C:16]2=[O:21])[CH2:14][CH2:13][CH2:12][CH2:11][CH2:10]1.[Cl:22][C:23]1[CH:28]=[C:27]([Cl:29])[CH:26]=[CH:25][C:24]=1[CH2:30]Cl. (3) The reactants are [C:1]([NH2:4])(=[S:3])[CH3:2].Br[CH2:6][C:7]([C:9]1[CH:14]=[CH:13][C:12]([O:15][CH3:16])=[CH:11][CH:10]=1)=O. The catalyst is O. The product is [CH3:16][O:15][C:12]1[CH:13]=[CH:14][C:9]([C:7]2[N:4]=[C:1]([CH3:2])[S:3][CH:6]=2)=[CH:10][CH:11]=1. The yield is 0.690. (4) The reactants are [Br:1][C:2]1[C:7]([F:8])=[CH:6][C:5]([OH:9])=[C:4]([O:10][CH3:11])[CH:3]=1.Cl.Cl[CH2:14][C:15]1[CH:16]=[CH:17][C:18]([O:21][CH3:22])=[N:19][CH:20]=1.C(=O)([O-])[O-].[K+].[K+]. The catalyst is CN(C)C=O.O. The product is [Br:1][C:2]1[C:7]([F:8])=[CH:6][C:5]([O:9][CH2:14][C:15]2[CH:16]=[CH:17][C:18]([O:21][CH3:22])=[N:19][CH:20]=2)=[C:4]([O:10][CH3:11])[CH:3]=1. The yield is 0.660. (5) The reactants are [N:1]([CH:4]([CH3:14])[CH2:5][NH:6][C:7](=[O:13])[O:8][C:9]([CH3:12])([CH3:11])[CH3:10])=[N+]=[N-]. The catalyst is CO.[Pd]. The product is [NH2:1][CH:4]([CH3:14])[CH2:5][NH:6][C:7](=[O:13])[O:8][C:9]([CH3:11])([CH3:10])[CH3:12]. The yield is 0.837. (6) The reactants are [CH:1]1([CH2:4][N:5]2[C:9]3=[N:10][CH:11]=[C:12]([NH:14][CH3:15])[CH:13]=[C:8]3[N:7]=[C:6]2[CH2:16][C:17]2[CH:22]=[CH:21][C:20]([O:23][CH2:24][CH3:25])=[CH:19][CH:18]=2)[CH2:3][CH2:2]1.C(N(CC)CC)C.[S:33]1[CH:37]=[CH:36][CH:35]=[C:34]1[S:38](Cl)(=[O:40])=[O:39].CC(O)=O. The catalyst is C(#N)C. The product is [CH:1]1([CH2:4][N:5]2[C:9]3=[N:10][CH:11]=[C:12]([N:14]([CH3:15])[S:38]([C:34]4[S:33][CH:37]=[CH:36][CH:35]=4)(=[O:40])=[O:39])[CH:13]=[C:8]3[N:7]=[C:6]2[CH2:16][C:17]2[CH:22]=[CH:21][C:20]([O:23][CH2:24][CH3:25])=[CH:19][CH:18]=2)[CH2:3][CH2:2]1. The yield is 0.180.